This data is from Reaction yield outcomes from USPTO patents with 853,638 reactions. The task is: Predict the reaction yield, written as a fraction of the theoretical maximum amount of product (1.0 means a 100% yield; for example, 0.34 means a 34% yield). (1) The reactants are [C:1]([NH:8][CH2:9][CH2:10][C:11]1[CH:17]=[CH:16][C:14]([NH2:15])=[CH:13][CH:12]=1)([O:3][C:4]([CH3:7])([CH3:6])[CH3:5])=[O:2].[CH:18](=O)[C:19]1[CH:24]=[CH:23][CH:22]=[CH:21][CH:20]=1.CC(O)=O.[BH3-]C#N.[Na+]. The catalyst is C1(C)C=CC=CC=1.CO. The product is [CH2:18]([NH:15][C:14]1[CH:16]=[CH:17][C:11]([CH2:10][CH2:9][NH:8][C:1]([O:3][C:4]([CH3:6])([CH3:7])[CH3:5])=[O:2])=[CH:12][CH:13]=1)[C:19]1[CH:24]=[CH:23][CH:22]=[CH:21][CH:20]=1. The yield is 0.830. (2) The reactants are N1C=CN2C=1C(C(N)=O)=NC=C2.[F:13][C:14]1[CH:19]=[C:18]([F:20])[CH:17]=[CH:16][C:15]=1[CH2:21][NH:22][C:23]([C:25]1[C:26](=[O:50])[C:27]([O:42]CC2C=CC=CC=2)=[C:28]2[C:33](=[O:34])[N:32]3[CH2:35][C@H:36]4[CH2:40][CH2:39][CH2:38][N:37]4[C@@H:31]3[CH2:30][N:29]2[CH:41]=1)=[O:24].[OH-].[NH4+]. The catalyst is [Pd].C(O)C. The product is [F:13][C:14]1[CH:19]=[C:18]([F:20])[CH:17]=[CH:16][C:15]=1[CH2:21][NH:22][C:23]([C:25]1[C:26](=[O:50])[C:27]([OH:42])=[C:28]2[C:33](=[O:34])[N:32]3[CH2:35][C@H:36]4[CH2:40][CH2:39][CH2:38][N:37]4[C@@H:31]3[CH2:30][N:29]2[CH:41]=1)=[O:24]. The yield is 0.784. (3) The reactants are [CH3:1][C:2]([C:4]1[CH:5]=[CH:6][C:7]([OH:10])=[CH:8][CH:9]=1)=[O:3].[Br:11]Br.O. The catalyst is C(O)(=O)C. The product is [Br:11][C:6]1[CH:5]=[C:4]([C:2](=[O:3])[CH3:1])[CH:9]=[CH:8][C:7]=1[OH:10]. The yield is 0.390. (4) The reactants are [CH3:1][Si:2]([CH3:29])([CH3:28])[CH2:3][CH2:4][O:5][CH2:6][N:7]1[C:11]2[N:12]=[CH:13][N:14]=[C:15]([C:16]3[CH:17]=[N:18][N:19]([CH:21]([CH2:25][CH2:26][OH:27])[CH2:22][CH2:23][OH:24])[CH:20]=3)[C:10]=2[CH:9]=[CH:8]1.C(Cl)Cl.[CH3:33][S:34](Cl)(=[O:36])=[O:35]. The catalyst is O. The product is [CH3:33][S:34]([O:27][CH2:26][CH2:25][CH:21]([N:19]1[CH:20]=[C:16]([C:15]2[C:10]3[CH:9]=[CH:8][N:7]([CH2:6][O:5][CH2:4][CH2:3][Si:2]([CH3:1])([CH3:28])[CH3:29])[C:11]=3[N:12]=[CH:13][N:14]=2)[CH:17]=[N:18]1)[CH2:22][CH2:23][O:24][S:34]([CH3:33])(=[O:36])=[O:35])(=[O:36])=[O:35]. The yield is 0.800.